From a dataset of Catalyst prediction with 721,799 reactions and 888 catalyst types from USPTO. Predict which catalyst facilitates the given reaction. (1) Reactant: [C:8](O[C:8](=[O:13])[C:9]([CH3:12])([CH3:11])[CH3:10])(=[O:13])[C:9]([CH3:12])([CH3:11])[CH3:10].[CH3:14][C:15]1[N:19]([C:20]2[CH:25]=[CH:24][C:23]([C:26]([F:29])([F:28])[F:27])=[CH:22][N:21]=2)[N:18]=[CH:17][C:16]=1[C:30]([NH:32][C:33]1[CH:34]=[N:35][C:36]([C:40]2[CH2:41][CH2:42][NH:43][CH2:44][CH:45]=2)=[C:37]([CH3:39])[CH:38]=1)=[O:31].O. Product: [CH3:12][C:9]([CH3:10])([CH3:11])[C:8]([N:43]1[CH2:44][CH:45]=[C:40]([C:36]2[N:35]=[CH:34][C:33]([NH:32][C:30]([C:16]3[CH:17]=[N:18][N:19]([C:20]4[CH:25]=[CH:24][C:23]([C:26]([F:29])([F:28])[F:27])=[CH:22][N:21]=4)[C:15]=3[CH3:14])=[O:31])=[CH:38][C:37]=2[CH3:39])[CH2:41][CH2:42]1)=[O:13]. The catalyst class is: 341. (2) Reactant: [BH4-].[Na+].[CH2:3]([Sn:7](I)([C:14]1[CH:19]=[CH:18][CH:17]=[CH:16][CH:15]=1)[C:8]1[CH:13]=[CH:12][CH:11]=[CH:10][CH:9]=1)[CH2:4][CH2:5][CH3:6]. Product: [CH2:3]([SnH:7]([C:14]1[CH:19]=[CH:18][CH:17]=[CH:16][CH:15]=1)[C:8]1[CH:9]=[CH:10][CH:11]=[CH:12][CH:13]=1)[CH2:4][CH2:5][CH3:6]. The catalyst class is: 8. (3) Reactant: [Br:1][C:2]1[CH:3]=[C:4]([CH:8]=[CH:9][CH:10]=1)[C:5]([NH2:7])=[S:6].Br[CH2:12][C:13](=O)[C:14]([O:16][CH2:17][CH3:18])=[O:15]. The catalyst class is: 12. Product: [Br:1][C:2]1[CH:3]=[C:4]([C:5]2[S:6][CH:12]=[C:13]([C:14]([O:16][CH2:17][CH3:18])=[O:15])[N:7]=2)[CH:8]=[CH:9][CH:10]=1. (4) Reactant: [CH3:1][S:2]([C:5]1[CH:6]=[C:7]([OH:14])[CH:8]=[C:9]([N+:11]([O-:13])=[O:12])[CH:10]=1)(=[O:4])=[O:3].C(=O)([O-])[O-].[K+].[K+].Cl[C:22]([F:28])([F:27])C(OC)=O. Product: [F:27][CH:22]([F:28])[O:14][C:7]1[CH:8]=[C:9]([N+:11]([O-:13])=[O:12])[CH:10]=[C:5]([S:2]([CH3:1])(=[O:4])=[O:3])[CH:6]=1. The catalyst class is: 3. (5) Reactant: [CH:1]1[C:13]2[CH:12]([N:14]3[CH:19]=[CH:18][CH:17]=[C:16]([C:20]([NH:22][C@@H:23]([CH2:31][CH2:32][CH2:33][NH:34][C:35]([NH:37]S(C4C(C)=C5C(=C(C)C=4C)OC(C)(C)CC5)(=O)=O)=[NH:36])[C:24]([O:26]C(C)(C)C)=[O:25])=[O:21])[C:15]3=[O:56])[C:11]3[C:6](=[CH:7][CH:8]=[CH:9][CH:10]=3)[C:5]=2[CH:4]=[CH:3][CH:2]=1.[C:57]([OH:63])([C:59]([F:62])([F:61])[F:60])=[O:58].C([SiH](CC)CC)C. Product: [NH:34]([CH2:33][CH2:32][CH2:31][C@H:23]([NH:22][C:20]([C:16]1[C:15](=[O:56])[N:14]([CH:12]2[C:11]3[CH:10]=[CH:9][CH:8]=[CH:7][C:6]=3[C:5]3[C:13]2=[CH:1][CH:2]=[CH:3][CH:4]=3)[CH:19]=[CH:18][CH:17]=1)=[O:21])[C:24]([OH:26])=[O:25])[C:35]([NH2:37])=[NH:36].[C:57]([OH:63])([C:59]([F:62])([F:61])[F:60])=[O:58]. The catalyst class is: 6. (6) Reactant: [CH:1]1[C:6]([CH2:7][CH2:8][CH2:9][C:10]([OH:12])=[O:11])=[CH:5][CH:4]=[C:3]([N:13]([CH2:17][CH2:18][Cl:19])[CH2:14][CH2:15][Cl:16])[CH:2]=1.C1CCC(N=C=NC2CCCCC2)CC1.[NH2:35][CH2:36][C:37]([OH:39])=[O:38].[CH2:40]([OH:47])[C:41]([NH2:46])([CH2:44][OH:45])[CH2:42][OH:43].[CH3:48][CH2:49][CH2:50][CH2:51][CH2:52][CH2:53][CH2:54][CH2:55][CH2:56][CH2:57][CH2:58][CH2:59][CH2:60][CH2:61][CH2:62][C:63]([O:65][CH2:66][CH:67]([O:87][C:88]([CH2:90][CH2:91][CH2:92][CH2:93][CH2:94][CH2:95][CH2:96][CH2:97][CH2:98][CH2:99][CH2:100][CH2:101][CH2:102][CH2:103][CH3:104])=[O:89])[CH2:68][O:69][C:70]([CH2:72][CH2:73][CH2:74][CH2:75][CH2:76][CH2:77][CH2:78][CH2:79][CH2:80][CH2:81][CH2:82][CH2:83][CH2:84][CH2:85][CH3:86])=[O:71])=[O:64]. Product: [CH:5]1[C:6]([CH2:7][CH2:8][CH2:9][C:10]([OH:12])=[O:11])=[CH:1][CH:2]=[C:3]([N:13]([CH2:14][CH2:15][Cl:16])[CH2:17][CH2:18][Cl:19])[CH:4]=1.[NH2:35][CH2:36][C:37]([OH:39])=[O:38].[CH2:40]([OH:47])[C:41]([NH2:46])([CH2:44][OH:45])[CH2:42][OH:43].[CH3:48][CH2:49][CH2:50][CH2:51][CH2:52][CH2:53][CH2:54][CH2:55][CH2:56][CH2:57][CH2:58][CH2:59][CH2:60][CH2:61][CH2:62][C:63]([O:65][CH2:66][CH:67]([O:87][C:88]([CH2:90][CH2:91][CH2:92][CH2:93][CH2:94][CH2:95][CH2:96][CH2:97][CH2:98][CH2:99][CH2:100][CH2:101][CH2:102][CH2:103][CH3:104])=[O:89])[CH2:68][O:69][C:70]([CH2:72][CH2:73][CH2:74][CH2:75][CH2:76][CH2:77][CH2:78][CH2:79][CH2:80][CH2:81][CH2:82][CH2:83][CH2:84][CH2:85][CH3:86])=[O:71])=[O:64]. The catalyst class is: 64. (7) Reactant: [C:1]([C:4]1[CH:9]=[CH:8][C:7]([NH:10][C:11](=[O:13])[CH3:12])=[C:6]([N+:14]([O-:16])=[O:15])[C:5]=1[OH:17])(=[O:3])[CH3:2].C(N(CC)CC)C.[CH2:25]([N:32]([CH3:44])[C:33]1[C:41]([F:42])=[CH:40][C:36]([C:37](Cl)=[O:38])=[CH:35][C:34]=1[F:43])C1C=CC=CC=1. Product: [CH3:25][N:32]([CH3:44])[C:33]1[C:34]([F:43])=[CH:35][C:36]([C:37]([O:17][C:5]2[C:4]([C:1](=[O:3])[CH3:2])=[CH:9][CH:8]=[C:7]([NH:10][C:11](=[O:13])[CH3:12])[C:6]=2[N+:14]([O-:16])=[O:15])=[O:38])=[CH:40][C:41]=1[F:42]. The catalyst class is: 2. (8) Reactant: [F:1][C:2]1[CH:7]=[CH:6][C:5]([C:8]2[C:16]3[C:11](=[CH:12][CH:13]=[C:14]([NH:17][C:18]([C:20]4([CH:46]([OH:48])[CH3:47])[CH2:24][CH2:23][N:22]([CH2:25][C:26](=[O:45])[N:27]5[CH2:32][CH2:31][N:30]([C:33]6[CH:38]=[CH:37][C:36]([C:39]7[N:44]=[CH:43][CH:42]=[CH:41][N:40]=7)=[CH:35][CH:34]=6)[CH2:29][CH2:28]5)[CH2:21]4)=[O:19])[CH:15]=3)[N:10](C(C3C=CC=CC=3)(C3C=CC=CC=3)C3C=CC=CC=3)[N:9]=2)=[CH:4][CH:3]=1.CCOC(C)=O. Product: [F:1][C:2]1[CH:3]=[CH:4][C:5]([C:8]2[C:16]3[C:11](=[CH:12][CH:13]=[C:14]([NH:17][C:18]([C:20]4([CH:46]([OH:48])[CH3:47])[CH2:24][CH2:23][N:22]([CH2:25][C:26](=[O:45])[N:27]5[CH2:32][CH2:31][N:30]([C:33]6[CH:38]=[CH:37][C:36]([C:39]7[N:40]=[CH:41][CH:42]=[CH:43][N:44]=7)=[CH:35][CH:34]=6)[CH2:29][CH2:28]5)[CH2:21]4)=[O:19])[CH:15]=3)[NH:10][N:9]=2)=[CH:6][CH:7]=1. The catalyst class is: 67. (9) Reactant: [Cl:1][C:2]1[CH:7]=[CH:6][CH:5]=[CH:4][C:3]=1/[CH:8]=[CH:9]/[C:10]([C:12]1[S:16][C:15]([C:17]([OH:19])=[O:18])=[CH:14][CH:13]=1)=O.[NH2:20][C:21]([NH2:23])=[O:22].CC(C)([O-])C.[Na+].Cl. Product: [Cl:1][C:2]1[CH:7]=[CH:6][CH:5]=[CH:4][C:3]=1[C:8]1[NH:23][C:21](=[O:22])[N:20]=[C:10]([C:12]2[S:16][C:15]([C:17]([OH:19])=[O:18])=[CH:14][CH:13]=2)[CH:9]=1. The catalyst class is: 12.